Dataset: Forward reaction prediction with 1.9M reactions from USPTO patents (1976-2016). Task: Predict the product of the given reaction. The product is: [CH:11]([CH2:7][C:6](=[CH2:8])[C:5]([OH:10])=[O:9])=[CH:12][C:13]1[CH:18]=[CH:17][CH:16]=[CH:15][CH:14]=1.[C:25]([O:29][CH2:30][CH2:31][CH2:32][CH3:33])(=[O:28])[CH:26]=[CH2:27].[Na:1].[CH2:3]1[O:4][CH2:2]1.[C:19]([OH:24])(=[O:23])[C:20]([CH3:22])=[CH2:21]. Given the reactants [Na:1].[CH2:2]1[O:4][CH2:3]1.[C:5]([OH:10])(=[O:9])[C:6]([CH3:8])=[CH2:7].[CH2:11]=[CH:12][C:13]1[CH:18]=[CH:17][CH:16]=[CH:15][CH:14]=1.[C:19]([OH:24])(=[O:23])[C:20]([CH3:22])=[CH2:21].[C:25]([O:29][CH2:30][CH2:31][CH2:32][CH3:33])(=[O:28])[CH:26]=[CH2:27].S(OOS([O-])(=O)=O)([O-])(=O)=O.[NH4+].[NH4+], predict the reaction product.